From a dataset of Forward reaction prediction with 1.9M reactions from USPTO patents (1976-2016). Predict the product of the given reaction. (1) Given the reactants [F:1][C:2]1[C:7]([F:8])=[C:6]([F:9])[CH:5]=[CH:4][C:3]=1[N:10]1[C:19](=[O:20])[C:18]2[C:13](=[C:14]([CH3:21])[CH:15]=[CH:16][CH:17]=2)[NH:12][C:11]1=[S:22].[C:23]([O-])([O-])=O.[K+].[K+].CI, predict the reaction product. The product is: [F:1][C:2]1[C:7]([F:8])=[C:6]([F:9])[CH:5]=[CH:4][C:3]=1[N:10]1[C:19](=[O:20])[C:18]2[C:13](=[C:14]([CH3:21])[CH:15]=[CH:16][CH:17]=2)[N:12]=[C:11]1[S:22][CH3:23]. (2) Given the reactants [CH3:1][C:2]([N:8]1[CH2:13][CH2:12][CH:11]([CH2:14][C:15]2[N:16]([CH3:40])[C:17]3[C:22]([N:23]=2)=[C:21]([N:24]2[CH2:29][CH2:28][O:27][CH2:26][CH2:25]2)[N:20]=[C:19]([N:30]2[C:34]4[CH:35]=[CH:36][CH:37]=[CH:38][C:33]=4[N:32]=[C:31]2[CH3:39])[N:18]=3)[CH2:10][CH2:9]1)([CH3:7])[C:3]([O:5]C)=[O:4].[OH-].[Li+], predict the reaction product. The product is: [CH3:7][C:2]([N:8]1[CH2:13][CH2:12][CH:11]([CH2:14][C:15]2[N:16]([CH3:40])[C:17]3[C:22]([N:23]=2)=[C:21]([N:24]2[CH2:25][CH2:26][O:27][CH2:28][CH2:29]2)[N:20]=[C:19]([N:30]2[C:34]4[CH:35]=[CH:36][CH:37]=[CH:38][C:33]=4[N:32]=[C:31]2[CH3:39])[N:18]=3)[CH2:10][CH2:9]1)([CH3:1])[C:3]([OH:5])=[O:4]. (3) Given the reactants [NH2:1][C:2]1[C:11]2[N:12]=[C:13]([CH2:22]O)[N:14]([CH2:15][C:16]3[CH:21]=[CH:20][CH:19]=[CH:18][CH:17]=3)[C:10]=2[C:9]2[CH:8]=[CH:7][CH:6]=[CH:5][C:4]=2[N:3]=1.S(Cl)([Cl:26])=O, predict the reaction product. The product is: [ClH:26].[Cl:26][CH2:22][C:13]1[N:14]([CH2:15][C:16]2[CH:21]=[CH:20][CH:19]=[CH:18][CH:17]=2)[C:10]2[C:9]3[CH:8]=[CH:7][CH:6]=[CH:5][C:4]=3[N:3]=[C:2]([NH2:1])[C:11]=2[N:12]=1. (4) Given the reactants [OH:1][C:2]1[CH:15]=[CH:14][C:5]2[C:6]([CH2:9][C:10]([O:12]C)=[O:11])=[CH:7][O:8][C:4]=2[CH:3]=1.Cl[CH2:17][C:18]1[CH:19]=[C:20]([C:24]2[C:29]([CH3:30])=[CH:28][C:27]([O:31][CH2:32][CH2:33][CH2:34][S:35]([CH3:38])(=[O:37])=[O:36])=[CH:26][C:25]=2[CH3:39])[CH:21]=[CH:22][CH:23]=1.P([O-])([O-])([O-])=O.[K+].[K+].[K+].C1(C)C=CC=CC=1, predict the reaction product. The product is: [CH3:39][C:25]1[CH:26]=[C:27]([O:31][CH2:32][CH2:33][CH2:34][S:35]([CH3:38])(=[O:36])=[O:37])[CH:28]=[C:29]([CH3:30])[C:24]=1[C:20]1[CH:21]=[CH:22][CH:23]=[C:18]([CH2:17][O:1][C:2]2[CH:15]=[CH:14][C:5]3[C:6]([CH2:9][C:10]([OH:12])=[O:11])=[CH:7][O:8][C:4]=3[CH:3]=2)[CH:19]=1. (5) Given the reactants [Cl:1][C:2]1[N:7]=[CH:6][C:5]([NH2:8])=[C:4](I)[C:3]=1[F:10].[F:11][C:12]1[C:17](B(O)O)=[CH:16][CH:15]=[CH:14][N:13]=1.[F-].[K+], predict the reaction product. The product is: [Cl:1][C:2]1[N:7]=[CH:6][C:5]([NH2:8])=[C:4]([C:17]2[C:12]([F:11])=[N:13][CH:14]=[CH:15][CH:16]=2)[C:3]=1[F:10]. (6) Given the reactants Cl.[Cl:2][C:3]1[CH:8]=[CH:7][C:6]([C:9]2[CH:10]=[C:11]([CH:16]=[CH:17][N:18]=2)[C:12]([O:14][CH3:15])=[O:13])=[CH:5][CH:4]=1, predict the reaction product. The product is: [Cl:2][C:3]1[CH:8]=[CH:7][C:6]([CH:9]2[CH2:10][CH:11]([C:12]([O:14][CH3:15])=[O:13])[CH2:16][CH2:17][NH:18]2)=[CH:5][CH:4]=1. (7) Given the reactants C([O:3][C:4](=[O:42])[CH2:5][N:6]1[C:14]2[C:9](=[CH:10][CH:11]=[C:12]([O:15][CH2:16][C:17]3[C:18]([CH2:38][CH:39]4[CH2:41][CH2:40]4)=[N:19][C:20]([C:27]4[CH:32]=[CH:31][C:30]([O:33][C:34]([F:37])([F:36])[F:35])=[CH:29][CH:28]=4)=[CH:21][C:22]=3[C:23]([F:26])([F:25])[F:24])[CH:13]=2)[CH:8]=[CH:7]1)C.[Li+].[OH-], predict the reaction product. The product is: [CH:39]1([CH2:38][C:18]2[C:17]([CH2:16][O:15][C:12]3[CH:13]=[C:14]4[C:9]([CH:8]=[CH:7][N:6]4[CH2:5][C:4]([OH:42])=[O:3])=[CH:10][CH:11]=3)=[C:22]([C:23]([F:24])([F:25])[F:26])[CH:21]=[C:20]([C:27]3[CH:28]=[CH:29][C:30]([O:33][C:34]([F:37])([F:36])[F:35])=[CH:31][CH:32]=3)[N:19]=2)[CH2:41][CH2:40]1. (8) Given the reactants [CH3:1][O:2][C:3](=[O:33])[C@H:4]([CH2:12][C:13]1[CH:18]=[C:17]([Cl:19])[C:16]([O:20][CH2:21][CH2:22][CH2:23][NH:24]C(OC(C)(C)C)=O)=[C:15]([Cl:32])[CH:14]=1)[NH:5][C:6](=[O:11])[C:7]([F:10])([F:9])[F:8], predict the reaction product. The product is: [ClH:19].[CH3:1][O:2][C:3](=[O:33])[C@H:4]([CH2:12][C:13]1[CH:14]=[C:15]([Cl:32])[C:16]([O:20][CH2:21][CH2:22][CH2:23][NH2:24])=[C:17]([Cl:19])[CH:18]=1)[NH:5][C:6](=[O:11])[C:7]([F:10])([F:8])[F:9]. (9) Given the reactants [Br:1][C:2]1[N:3]=[C:4]2[C:10]([C:11]([OH:13])=O)=[CH:9][N:8]([CH2:14][O:15][CH2:16][CH2:17][Si:18]([CH3:21])([CH3:20])[CH3:19])[C:5]2=[N:6][CH:7]=1.[NH2:22][C:23]([CH3:27])([CH3:26])[CH2:24][OH:25].CN(C(ON1N=NC2C=CC=NC1=2)=[N+](C)C)C.F[P-](F)(F)(F)(F)F.CCN(C(C)C)C(C)C, predict the reaction product. The product is: [Br:1][C:2]1[N:3]=[C:4]2[C:10]([C:11]([NH:22][C:23]([CH3:27])([CH3:26])[CH2:24][OH:25])=[O:13])=[CH:9][N:8]([CH2:14][O:15][CH2:16][CH2:17][Si:18]([CH3:21])([CH3:20])[CH3:19])[C:5]2=[N:6][CH:7]=1.